Dataset: Full USPTO retrosynthesis dataset with 1.9M reactions from patents (1976-2016). Task: Predict the reactants needed to synthesize the given product. (1) Given the product [C:30]([C:29]1[CH:33]=[C:25]([C:24]2[C:19]([C@@H:9]([NH:8][C:48]([C@@H:43]3[CH2:44][C@@H:45]([OH:47])[CH2:46][N:42]3[C:40]([O:39][C:35]([CH3:38])([CH3:37])[CH3:36])=[O:41])=[O:49])[CH2:10][C:11]3[CH:12]=[C:13]([F:18])[CH:14]=[C:15]([F:17])[CH:16]=3)=[N:20][CH:21]=[CH:22][CH:23]=2)[CH:26]=[CH:27][C:28]=1[F:34])(=[O:31])[NH2:32], predict the reactants needed to synthesize it. The reactants are: FC(F)(F)C(O)=O.[NH2:8][C@H:9]([C:19]1[C:24]([C:25]2[CH:26]=[CH:27][C:28]([F:34])=[C:29]([CH:33]=2)[C:30]([NH2:32])=[O:31])=[CH:23][CH:22]=[CH:21][N:20]=1)[CH2:10][C:11]1[CH:16]=[C:15]([F:17])[CH:14]=[C:13]([F:18])[CH:12]=1.[C:35]([O:39][C:40]([N:42]1[CH2:46][C@H:45]([OH:47])[CH2:44][C@H:43]1[C:48](O)=[O:49])=[O:41])([CH3:38])([CH3:37])[CH3:36]. (2) Given the product [C:6]([C:7]1[C:15]2[C:14]([N:16]3[C@@H:20]4[CH2:21][N:22]([C:25](=[O:27])[CH:35]=[CH2:36])[CH2:23][CH2:24][C@@H:19]4[CH2:18][CH2:17]3)=[N:13][CH:12]=[N:11][C:10]=2[NH:9][CH:8]=1)#[CH:5], predict the reactants needed to synthesize it. The reactants are: C[Si]([C:5]#[C:6][C:7]1[C:15]2[C:14]([N:16]3[C@@H:20]4[CH2:21][N:22]([C:25]([O:27]CC[Si](C)(C)C)=O)[CH2:23][CH2:24][C@@H:19]4[CH2:18][CH2:17]3)=[N:13][CH:12]=[N:11][C:10]=2[NH:9][CH:8]=1)(C)C.N1[C@@H]2CN(C(OCC[Si](C)(C)C)=O)CC[C@@H]2[CH2:36][CH2:35]1.CCN(C(C)C)C(C)C.ClC1C2C(C#C[Si](C)(C)C)=CNC=2N=CN=1. (3) Given the product [CH2:42]([O:41][C:39]([NH:26][S:23]([C:14]1[CH:15]=[CH:16][C:17]([CH2:19][CH:20]([CH3:22])[CH3:21])=[CH:18][C:13]=1[C:10]1[CH:9]=[CH:8][C:7]([CH2:6][N:1]2[CH:5]=[CH:4][N:3]=[CH:2]2)=[CH:12][CH:11]=1)(=[O:24])=[O:25])=[O:40])[CH2:43][CH2:44][CH3:45], predict the reactants needed to synthesize it. The reactants are: [N:1]1([CH2:6][C:7]2[CH:12]=[CH:11][C:10]([C:13]3[CH:18]=[C:17]([CH2:19][CH:20]([CH3:22])[CH3:21])[CH:16]=[CH:15][C:14]=3[S:23]([NH2:26])(=[O:25])=[O:24])=[CH:9][CH:8]=2)[CH:5]=[CH:4][N:3]=[CH:2]1.N1(C2C=CC=CN=2)CCCC1.Cl[C:39]([O:41][CH2:42][CH2:43][CH2:44][CH3:45])=[O:40].N1(CC2C=CC(C3C=C(CC(C)C)C=CC=3S(NC(C)(C)C)(=O)=O)=CC=2)C=CN=C1. (4) The reactants are: C([N:8]1[CH2:13][CH2:12][C:11]([CH:20]2[CH2:25][CH2:24][CH2:23][CH2:22][CH2:21]2)([CH2:14]OS(C)(=O)=O)[CH2:10][CH2:9]1)(OC(C)(C)C)=O.[CH3:26][C:27]([S-:30])(C)[CH3:28].[Na+].O.[C:33]([OH:39])([C:35]([F:38])([F:37])[F:36])=[O:34]. Given the product [F:36][C:35]([F:38])([F:37])[C:33]([OH:39])=[O:34].[CH:20]1([C:11]2([CH2:14][S:30][CH:27]([CH3:28])[CH3:26])[CH2:10][CH2:9][NH:8][CH2:13][CH2:12]2)[CH2:21][CH2:22][CH2:23][CH2:24][CH2:25]1, predict the reactants needed to synthesize it. (5) Given the product [CH3:1][O:2][CH2:3][C:4]([NH:7][C:8]1[C:12]2[CH:13]=[N:14][C:15]([NH:17][C:18]([NH:20][C@@H:21]([C:23]3[CH:28]=[CH:27][CH:26]=[CH:25][CH:24]=3)[CH3:22])=[O:19])=[CH:16][C:11]=2[N:10]([C:29]([C:36]2[CH:41]=[CH:40][CH:39]=[CH:38][CH:37]=2)([C:30]2[CH:31]=[CH:32][CH:33]=[CH:34][CH:35]=2)[C:42]2[CH:43]=[CH:44][CH:45]=[CH:46][CH:47]=2)[N:9]=1)=[O:5], predict the reactants needed to synthesize it. The reactants are: [CH3:1][O:2][CH2:3][C:4](Cl)=[O:5].[NH2:7][C:8]1[C:12]2[CH:13]=[N:14][C:15]([NH:17][C:18]([NH:20][C@@H:21]([C:23]3[CH:28]=[CH:27][CH:26]=[CH:25][CH:24]=3)[CH3:22])=[O:19])=[CH:16][C:11]=2[N:10]([C:29]([C:42]2[CH:47]=[CH:46][CH:45]=[CH:44][CH:43]=2)([C:36]2[CH:41]=[CH:40][CH:39]=[CH:38][CH:37]=2)[C:30]2[CH:35]=[CH:34][CH:33]=[CH:32][CH:31]=2)[N:9]=1.N1C=CC=CC=1.C(O)C(N)(CO)CO. (6) Given the product [N:20]1[CH:25]=[CH:24][C:23]([C:26]2[CH:31]=[CH:30][C:29]([O:4][C:1](=[O:3])[N:10]([CH3:11])[C@H:9]3[CH2:8][NH:7][C:6]3=[O:5])=[CH:28][CH:27]=2)=[CH:22][CH:21]=1, predict the reactants needed to synthesize it. The reactants are: [C:1]([O-:4])(=[O:3])C.[O:5]=[C:6]1[C@@H:9]([NH3+:10])[CH2:8][NH:7]1.[CH3:11]CN(C(C)C)C(C)C.[N:20]1[CH:25]=[CH:24][C:23]([C:26]2[CH:31]=[CH:30][C:29](C3C=CN(C([O-])=O)C(=O)C=3C)=[CH:28][CH:27]=2)=[CH:22][CH:21]=1. (7) Given the product [NH2:92][CH:53]1[CH2:52][CH2:51][CH2:50][C@H:49]([CH2:47][CH3:48])[O:60][C:59](=[O:61])[CH2:58][C@H:57]2[C@H:62]3[C@@H:70]([CH:71]=[C:56]2[C:55](=[O:87])[C@@H:54]1[CH3:88])[C@H:69]1[C@@H:65]([CH2:66][C@@H:67]([O:72][C@H:73]2[C@H:78]([O:79][CH3:80])[CH:77]([O:81][CH3:82])[C@@H:76]([O:83][CH3:84])[C@H:75]([CH3:85])[O:74]2)[CH2:68]1)[CH:64]=[CH:63]3.[NH2:92][CH:91]1[CH2:52][CH2:51][CH2:50][C@H:49]([CH2:47][CH3:48])[O:60][C:59](=[O:61])[CH2:58][C@H:57]2[C@H:62]3[C@@H:70]([CH:71]=[C:56]2[C:55](=[O:87])[C@@H:54]1[CH3:53])[C@H:69]1[C@@H:65]([CH2:66][C@@H:67]([O:72][C@H:73]2[C@H:78]([O:79][CH3:80])[CH:77]([O:81][CH3:82])[C@@H:76]([O:83][CH3:84])[C@H:75]([CH3:85])[O:74]2)[CH2:68]1)[C:64]([CH3:86])=[CH:63]3, predict the reactants needed to synthesize it. The reactants are: ClCCCl.C([C@@H]1OC(=O)C[C@H]2[C@H]3[C@@H](C=C2C(=O)[C@H](C)C(=O)CCC1)[C@H]1[C@@H](C[C@@H](O[C@H]2[C@H](OC)C(OC)[C@@H](OC)[C@H](C)O2)C1)C=C3)C.[CH2:47]([C@@H:49]1[O:60][C:59](=[O:61])[CH2:58][C@H:57]2[C@H:62]3[C@@H:70]([CH:71]=[C:56]2[C:55](=[O:87])[C@H:54]([CH3:88])[C:53](=O)[CH2:52][CH2:51][CH2:50]1)[C@H:69]1[C@@H:65]([CH2:66][C@@H:67]([O:72][C@H:73]2[C@H:78]([O:79][CH3:80])[CH:77]([O:81][CH3:82])[C@@H:76]([O:83][CH3:84])[C@H:75]([CH3:85])[O:74]2)[CH2:68]1)[C:64]([CH3:86])=[CH:63]3)[CH3:48].[BH3-][C:91]#[N:92].[Na+]. (8) Given the product [F:9][C:2]([F:10])([S:11]([O-:13])=[O:12])[C:3]([F:8])([F:7])[CH2:4][CH2:5][OH:6].[CH2:19]([NH+:21]([CH2:24][CH3:25])[CH2:22][CH3:23])[CH3:20], predict the reactants needed to synthesize it. The reactants are: Br[C:2]([F:10])([F:9])[C:3]([F:8])([F:7])[CH2:4][CH2:5][OH:6].[S:11](S([O-])=O)([O-:13])=[O:12].[Na+].[Na+].[CH2:19]([N:21]([CH2:24][CH3:25])[CH2:22][CH3:23])[CH3:20].Cl. (9) Given the product [F:24][C:2]([F:25])([F:1])[C:3]1[CH:19]=[C:18]([C:20]([F:23])([F:21])[F:22])[CH:17]=[CH:16][C:4]=1[CH2:5][N:6]1[CH2:7][CH2:8][CH:9](/[CH:14]=[C:34]2/[C:30]([NH:29][CH2:26][C:27]#[CH:28])=[N:31][C:32](=[O:35])[S:33]/2)[CH2:10][CH2:11][C:12]1=[O:13], predict the reactants needed to synthesize it. The reactants are: [F:1][C:2]([F:25])([F:24])[C:3]1[CH:19]=[C:18]([C:20]([F:23])([F:22])[F:21])[CH:17]=[CH:16][C:4]=1[CH2:5][N:6]1[C:12](=[O:13])[CH2:11][CH2:10][CH:9]([CH:14]=O)[CH2:8][CH2:7]1.[CH2:26]([NH:29][C:30]1[CH2:34][S:33][C:32](=[O:35])[N:31]=1)[C:27]#[CH:28].C([O-])(=O)C.[NH2+]1CCCCC1. (10) The reactants are: [N+]([C:4]1[CH:5]=[C:6]([C:15]2[CH:20]=[CH:19][C:18]([C:21]([F:24])([F:23])[F:22])=[CH:17][CH:16]=2)[CH:7]=[CH:8][C:9]=1[NH:10][S:11]([CH3:14])(=[O:13])=[O:12])([O-])=O.[N+](C1C=C(C2C=CC(C(F)(F)F)=CC=2)C=CC=1N)([O-])=O. Given the product [F:24][C:21]([F:22])([F:23])[C:18]1[CH:17]=[CH:16][C:15]([C:6]2[CH:5]=[CH:4][C:9]([NH:10][S:11]([CH3:14])(=[O:12])=[O:13])=[CH:8][CH:7]=2)=[CH:20][CH:19]=1, predict the reactants needed to synthesize it.